From a dataset of Catalyst prediction with 721,799 reactions and 888 catalyst types from USPTO. Predict which catalyst facilitates the given reaction. (1) Product: [Cl:34][C:35]1[CH:40]=[C:39]([F:41])[CH:38]=[CH:37][C:36]=1[CH2:42][NH:43][C:14](=[O:16])[C@@H:5]1[CH2:4][CH2:3][C:2](=[O:1])[N:6]1[CH2:7][C:8]1[CH:9]=[CH:10][CH:11]=[CH:12][CH:13]=1. The catalyst class is: 4. Reactant: [O:1]=[C:2]1[N:6]([CH2:7][C:8]2[CH:13]=[CH:12][CH:11]=[CH:10][CH:9]=2)[C@H:5]([C:14]([OH:16])=O)[CH2:4][CH2:3]1.ON1C2C=CC=CC=2N=N1.C(N(CC)CC)C.[Cl:34][C:35]1[CH:40]=[C:39]([F:41])[CH:38]=[CH:37][C:36]=1[CH2:42][NH2:43].Cl.CN(C)CCCN=C=NCC. (2) Reactant: C(N(CC)CC)C.[CH3:8][S:9](Cl)(=[O:11])=[O:10].[NH2:13][C:14]1[CH:19]=[CH:18][C:17]([C:20]2[CH:25]=[CH:24][C:23]([NH:26][C:27]([C:29]3[CH:34]=[C:33]([N+:35]([O-:37])=[O:36])[CH:32]=[CH:31][C:30]=3[Cl:38])=[O:28])=[CH:22][CH:21]=2)=[CH:16][CH:15]=1.C(=O)(O)[O-].[Na+]. Product: [CH3:8][S:9]([N:13]([C:14]1[CH:15]=[CH:16][C:17]([C:20]2[CH:21]=[CH:22][C:23]([NH:26][C:27]([C:29]3[CH:34]=[C:33]([N+:35]([O-:37])=[O:36])[CH:32]=[CH:31][C:30]=3[Cl:38])=[O:28])=[CH:24][CH:25]=2)=[CH:18][CH:19]=1)[S:9]([CH3:8])(=[O:11])=[O:10])(=[O:11])=[O:10]. The catalyst class is: 56. (3) Reactant: [O:1]=[C:2]1[O:6][CH2:5][C@H:4]([NH:7][C:8](=[O:17])[O:9][CH2:10][C:11]2[CH:16]=[CH:15][CH:14]=[CH:13][CH:12]=2)[CH2:3]1.[CH3:18][NH:19][CH3:20]. Product: [CH3:18][N:19]([CH3:20])[C:2](=[O:1])[CH2:3][C@@H:4]([NH:7][C:8](=[O:17])[O:9][CH2:10][C:11]1[CH:16]=[CH:15][CH:14]=[CH:13][CH:12]=1)[CH2:5][OH:6]. The catalyst class is: 1.